From a dataset of Reaction yield outcomes from USPTO patents with 853,638 reactions. Predict the reaction yield, written as a fraction of the theoretical maximum amount of product (1.0 means a 100% yield; for example, 0.34 means a 34% yield). (1) The reactants are [CH2:1]([N:8]1[CH2:13][CH2:12][CH:11]([N:14]([CH3:36])[C:15](=[O:35])[CH:16]([O:18][C:19]2[N:24]=[C:23]([CH3:25])[C:22]([NH:26][C:27](=[O:33])[O:28][C:29]([CH3:32])([CH3:31])[CH3:30])=[C:21]([CH3:34])[N:20]=2)[CH3:17])[CH2:10][CH2:9]1)[C:2]1[CH:7]=[CH:6][CH:5]=[CH:4][CH:3]=1.[CH3:37][Si]([N-][Si](C)(C)C)(C)C.[K+].CI.[Cl-].[NH4+]. The catalyst is O1CCCC1. The product is [CH2:1]([N:8]1[CH2:9][CH2:10][CH:11]([N:14]([CH3:36])[C:15](=[O:35])[CH:16]([O:18][C:19]2[N:24]=[C:23]([CH3:25])[C:22]([N:26]([CH3:37])[C:27](=[O:33])[O:28][C:29]([CH3:31])([CH3:32])[CH3:30])=[C:21]([CH3:34])[N:20]=2)[CH3:17])[CH2:12][CH2:13]1)[C:2]1[CH:3]=[CH:4][CH:5]=[CH:6][CH:7]=1. The yield is 0.100. (2) The reactants are [N:1]1[CH:6]=[CH:5][CH:4]=[C:3]([CH2:7]P(=O)(OCC)OCC)[CH:2]=1.C(O[K])(C)(C)C.[CH:22]([C:24]1[C:32]2[C:27](=[CH:28][C:29]([C:33]#[N:34])=[CH:30][CH:31]=2)[NH:26][N:25]=1)=O.C([O-])(O)=O.[Na+]. The catalyst is CN(C=O)C.O. The product is [N:1]1[CH:6]=[CH:5][CH:4]=[C:3](/[CH:7]=[CH:22]/[C:24]2[C:32]3[C:27](=[CH:28][C:29]([C:33]#[N:34])=[CH:30][CH:31]=3)[NH:26][N:25]=2)[CH:2]=1. The yield is 0.670. (3) The reactants are [OH:1][CH2:2][CH2:3][N:4]([C:8]1[N:9]=[C:10]([N:20]2[CH2:25][CH2:24][N:23]3[C:26]([C:29]([F:32])([F:31])[F:30])=[N:27][N:28]=[C:22]3[CH2:21]2)[C:11]2[CH:16]=[C:15]([CH2:17][CH2:18][CH3:19])[S:14][C:12]=2[N:13]=1)[CH2:5][CH2:6][OH:7].C[N+]1([O-])CCOCC1. The catalyst is ClCCl.CCC[N+](CCC)(CCC)CCC.[O-][Ru](=O)(=O)=O. The product is [CH2:17]([C:15]1[S:14][C:12]2[N:13]=[C:8]([N:4]3[CH2:5][CH2:6][O:7][C:2](=[O:1])[CH2:3]3)[N:9]=[C:10]([N:20]3[CH2:25][CH2:24][N:23]4[C:26]([C:29]([F:31])([F:30])[F:32])=[N:27][N:28]=[C:22]4[CH2:21]3)[C:11]=2[CH:16]=1)[CH2:18][CH3:19]. The yield is 0.420. (4) The reactants are Br[C:2]1[CH:3]=[CH:4][C:5]([CH:8]=[O:9])=[N:6][CH:7]=1.[Si:10]([C:14]#[CH:15])([CH3:13])([CH3:12])[CH3:11].C(N(CC)CC)C.C(OCC)(=O)C. The catalyst is C1COCC1.[Cu](I)I.Cl[Pd](Cl)([P](C1C=CC=CC=1)(C1C=CC=CC=1)C1C=CC=CC=1)[P](C1C=CC=CC=1)(C1C=CC=CC=1)C1C=CC=CC=1.C1(P(C2C=CC=CC=2)C2C=CC=CC=2)C=CC=CC=1. The product is [CH3:11][Si:10]([C:14]#[C:15][C:2]1[CH:3]=[CH:4][C:5]([CH:8]=[O:9])=[N:6][CH:7]=1)([CH3:13])[CH3:12]. The yield is 0.950. (5) The reactants are I[CH2:2][CH3:3].[Br:4][C:5]1[CH:10]=[CH:9][CH:8]=[CH:7][C:6]=1[SH:11].C(=O)([O-])[O-].[Cs+].[Cs+].CCOC(C)=O. The catalyst is CN(C=O)C.O. The product is [Br:4][C:5]1[CH:10]=[CH:9][CH:8]=[CH:7][C:6]=1[S:11][CH2:2][CH3:3]. The yield is 1.00.